From a dataset of Full USPTO retrosynthesis dataset with 1.9M reactions from patents (1976-2016). Predict the reactants needed to synthesize the given product. Given the product [C:1]([O:32][CH2:31][C@H:19]1[O:18][C@@H:9]([O:10][Si:11]([C:14]([CH3:15])([CH3:16])[CH3:17])([CH3:13])[CH3:12])[C@H:8]([N:5]=[N+:6]=[N-:7])[C@@H:21]([O:22][CH2:23][C:24]2[CH:25]=[CH:26][CH:27]=[CH:28][CH:29]=2)[C@@H:20]1[OH:30])(=[O:3])[CH3:2], predict the reactants needed to synthesize it. The reactants are: [C:1](Cl)(=[O:3])[CH3:2].[N:5]([C@@H:8]1[C@@H:21]([O:22][CH2:23][C:24]2[CH:29]=[CH:28][CH:27]=[CH:26][CH:25]=2)[C@H:20]([OH:30])[C@@H:19]([CH2:31][OH:32])[O:18][C@H:9]1[O:10][Si:11]([C:14]([CH3:17])([CH3:16])[CH3:15])([CH3:13])[CH3:12])=[N+:6]=[N-:7].O.CCOC(C)=O.